From a dataset of Forward reaction prediction with 1.9M reactions from USPTO patents (1976-2016). Predict the product of the given reaction. (1) The product is: [F:11][C:12]1[CH:17]=[CH:16][C:15]([C:18]2[N:22]=[C:21]([C@H:23]3[CH2:28][CH2:27][CH2:26][N:25]([C:7]([C:3]4[C:2]([CH3:1])=[CH:6][NH:5][CH:4]=4)=[O:9])[CH2:24]3)[O:20][N:19]=2)=[CH:14][CH:13]=1. Given the reactants [CH3:1][C:2]1[C:3]([C:7]([OH:9])=O)=[CH:4][NH:5][CH:6]=1.Cl.[F:11][C:12]1[CH:17]=[CH:16][C:15]([C:18]2[N:22]=[C:21]([C@H:23]3[CH2:28][CH2:27][CH2:26][NH:25][CH2:24]3)[O:20][N:19]=2)=[CH:14][CH:13]=1, predict the reaction product. (2) Given the reactants [CH:1]1([N:5]2[CH2:10][CH2:9][C:8]3([CH2:15][CH2:14][N:13]([C:16]4[CH:21]=[CH:20][C:19](B5OC(C)(C)C(C)(C)O5)=[CH:18][CH:17]=4)[CH2:12][CH2:11]3)[CH2:7][CH2:6]2)[CH2:4][CH2:3][CH2:2]1.Br[C:32]1[CH:33]=[N:34][C:35]2[N:36]([CH:38]=[CH:39][N:40]=2)[CH:37]=1.C([O-])([O-])=O.[K+].[K+], predict the reaction product. The product is: [CH:1]1([N:5]2[CH2:10][CH2:9][C:8]3([CH2:11][CH2:12][N:13]([C:16]4[CH:21]=[CH:20][C:19]([C:32]5[CH:33]=[N:34][C:35]6[N:36]([CH:38]=[CH:39][N:40]=6)[CH:37]=5)=[CH:18][CH:17]=4)[CH2:14][CH2:15]3)[CH2:7][CH2:6]2)[CH2:4][CH2:3][CH2:2]1. (3) Given the reactants [OH:1][C:2]1[C:10]2[O:9][CH2:8][O:7][C:6]=2[CH:5]=[CH:4][C:3]=1[C:11](=[O:13])[CH3:12].CI.[C:16](=O)([O-])[O-].[K+].[K+], predict the reaction product. The product is: [CH3:16][O:1][C:2]1[C:10]2[O:9][CH2:8][O:7][C:6]=2[CH:5]=[CH:4][C:3]=1[C:11](=[O:13])[CH3:12]. (4) Given the reactants [CH3:1][O:2][C:3]1[N:8]=[C:7]([NH2:9])[CH:6]=[CH:5][CH:4]=1.[F:10][C:11]1[C:18]([OH:19])=[CH:17][CH:16]=[C:15]([F:20])[C:12]=1[CH:13]=O.[N+:21]([C:23]1[CH:32]=[CH:31][C:26]2[O:27][CH2:28][CH2:29][O:30][C:25]=2[CH:24]=1)#[C-:22], predict the reaction product. The product is: [O:27]1[CH2:28][CH2:29][O:30][C:25]2[CH:24]=[C:23]([NH:21][C:22]3[N:8]4[C:3]([O:2][CH3:1])=[CH:4][CH:5]=[CH:6][C:7]4=[N:9][C:13]=3[C:12]3[C:11]([F:10])=[C:18]([OH:19])[CH:17]=[CH:16][C:15]=3[F:20])[CH:32]=[CH:31][C:26]1=2. (5) Given the reactants [OH:1][C:2]1[C:7]2[CH2:8][C:9](=O)[O:10][C:6]=2[CH:5]=[C:4]([OH:12])[CH:3]=1.[CH3:13][N:14]([CH3:18])[C:15](Cl)=[O:16].[OH2:19].Cl, predict the reaction product. The product is: [OH:12][C:4]1[CH:3]=[C:2]([O:1][C:15](=[O:16])[N:14]([CH3:18])[CH3:13])[C:7]2[C:8](=[O:19])[CH2:9][O:10][C:6]=2[CH:5]=1. (6) Given the reactants CC([O-])(C)C.[K+].C1COCC1.[F:12][C:13]1[C:18]([CH3:19])=[CH:17][CH:16]=[C:15]([F:20])[C:14]=1[OH:21].[Cl:22][C:23]1[CH:24]=[C:25]([CH:28]=[C:29](F)[CH:30]=1)[C:26]#[N:27].C1OCCOCCOCCOCCOCCOC1, predict the reaction product. The product is: [Cl:22][C:23]1[CH:24]=[C:25]([CH:28]=[C:29]([O:21][C:14]2[C:15]([F:20])=[CH:16][CH:17]=[C:18]([CH3:19])[C:13]=2[F:12])[CH:30]=1)[C:26]#[N:27].